Dataset: Catalyst prediction with 721,799 reactions and 888 catalyst types from USPTO. Task: Predict which catalyst facilitates the given reaction. Reactant: [CH3:1][S:2]([C:5]1[CH:6]=[C:7]([CH:11]=[C:12]([C:14]([F:17])([F:16])[F:15])[CH:13]=1)[C:8]([NH2:10])=O)(=[O:4])=[O:3].S(Cl)(Cl)=O.C(OCC)(=O)C.CCCCCC. Product: [CH3:1][S:2]([C:5]1[CH:6]=[C:7]([CH:11]=[C:12]([C:14]([F:15])([F:16])[F:17])[CH:13]=1)[C:8]#[N:10])(=[O:4])=[O:3]. The catalyst class is: 3.